Dataset: Peptide-MHC class I binding affinity with 185,985 pairs from IEDB/IMGT. Task: Regression. Given a peptide amino acid sequence and an MHC pseudo amino acid sequence, predict their binding affinity value. This is MHC class I binding data. (1) The binding affinity (normalized) is 0.0847. The MHC is HLA-B39:01 with pseudo-sequence HLA-B39:01. The peptide sequence is SCINGQCPY. (2) The peptide sequence is EEKAFSPEV. The MHC is HLA-A02:06 with pseudo-sequence HLA-A02:06. The binding affinity (normalized) is 0.0423. (3) The peptide sequence is RRKAMLQDI. The MHC is HLA-B27:05 with pseudo-sequence HLA-B27:05. The binding affinity (normalized) is 0.631. (4) The peptide sequence is TYQLWTALV. The MHC is HLA-A24:02 with pseudo-sequence HLA-A24:02. The binding affinity (normalized) is 0.642. (5) The peptide sequence is GIEFADNDR. The MHC is HLA-A33:01 with pseudo-sequence HLA-A33:01. The binding affinity (normalized) is 0.188.